Dataset: Catalyst prediction with 721,799 reactions and 888 catalyst types from USPTO. Task: Predict which catalyst facilitates the given reaction. (1) Reactant: [C@:1]12(CS(O)(=O)=O)C(C)(C)[CH:5](CC1)[CH2:4][C:2]2=[O:3].[CH2:16]([NH:18][C:19]1[S:20][C@H:21]2[S:27][C@H:26]([CH2:28][OH:29])[C@@H:25]([OH:30])[C@H:24]([OH:31])[C@H:22]2[N:23]=1)[CH3:17].CC(=O)[C:34](=[O:36])C.[CH:38](OC)(OC)OC. Product: [CH2:16]([NH:18][C:19]1[S:20][C@H:21]2[S:27][C@H:26]([CH2:28][OH:29])[C@H:25]3[O:30][C@@:4]([O:36][CH3:34])([CH3:5])[C@:2]([O:3][CH3:38])([CH3:1])[O:31][C@@H:24]3[C@H:22]2[N:23]=1)[CH3:17]. The catalyst class is: 5. (2) Reactant: [CH2:1]([N:3]1[CH:7]=[C:6]([C:8]2[CH:9]=[C:10]([CH:12]=[CH:13][CH:14]=2)[NH2:11])[C:5]([C:15]2[CH:20]=[CH:19][N:18]=[CH:17][CH:16]=2)=[N:4]1)[CH3:2].[N:21]([C:24]1[CH:29]=[CH:28][CH:27]=[C:26]([C:30]([F:33])([F:32])[F:31])[CH:25]=1)=[C:22]=[O:23]. Product: [CH2:1]([N:3]1[CH:7]=[C:6]([C:8]2[CH:9]=[C:10]([NH:11][C:22]([NH:21][C:24]3[CH:29]=[CH:28][CH:27]=[C:26]([C:30]([F:31])([F:32])[F:33])[CH:25]=3)=[O:23])[CH:12]=[CH:13][CH:14]=2)[C:5]([C:15]2[CH:16]=[CH:17][N:18]=[CH:19][CH:20]=2)=[N:4]1)[CH3:2]. The catalyst class is: 2. (3) Reactant: [C:1]1([N:7]2[CH:11]=[CH:10][N:9]=[CH:8]2)[CH:6]=[CH:5][CH:4]=[CH:3][CH:2]=1.[F-].[Cs+].C1([As](C2C=CC=CC=2)C2C=CC=CC=2)C=CC=CC=1.Br[C:34]1[CH:35]=[CH:36][C:37]2[N:41]=[CH:40][N:39]([C:42]3[CH:47]=[CH:46][C:45]([F:48])=[CH:44][CH:43]=3)[C:38]=2[CH:49]=1. Product: [F:48][C:45]1[CH:46]=[CH:47][C:42]([N:39]2[C:38]3[CH:49]=[C:34]([C:11]4[N:7]([C:1]5[CH:6]=[CH:5][CH:4]=[CH:3][CH:2]=5)[CH:8]=[N:9][CH:10]=4)[CH:35]=[CH:36][C:37]=3[N:41]=[CH:40]2)=[CH:43][CH:44]=1. The catalyst class is: 167.